This data is from B-cell epitopes from IEDB database with 3,159 antigens for binding position prediction. The task is: Token-level Classification. Given an antigen amino acid sequence, predict which amino acid positions are active epitope sites capable of antibody binding. Output is a list of indices for active positions. Given the antigen sequence: MAASSSEISEMKGVEESPKVPGEGPGHSEAETGPPQVLAGVPDQPEAPQPGPNTTAAPVDSGPKAGLAPETTETPAGASETAQATDLSLSPGGESKANCSPEDPCQETVSKPEVSKEATADQGSRLESAAPPEPAPEPAPQPDPRPDSQPTPKPALQPELPTQEDPTPEILSESVGEKQENGAVVPLQAGDGEEGPAPEPHSPPSKKSPPANGAPPRVLQQLVEEDRMRRAHSGHPGSPRGSLSRHPSSQLAGPGVEGGEGTQKPRDYIILAILSCFCPMWPVNIVAFAYAVMSRNSLQQGDVDGAQRLGRVAKLLSIVALVGGVLIIIASCVINLGVYK, which amino acid positions are active epitope sites? The epitope positions are: [26, 27, 28, 29, 30, 31, 32, 33, 34]. The amino acids at these positions are: HSEAETGPP.